Dataset: Catalyst prediction with 721,799 reactions and 888 catalyst types from USPTO. Task: Predict which catalyst facilitates the given reaction. (1) Reactant: [CH2:1]([C:3]1[CH:8]=[CH:7][CH:6]=[C:5]([CH3:9])[C:4]=1[NH2:10])[CH3:2].O.[Br:12]Br. Product: [Br:12][C:7]1[CH:6]=[C:5]([CH3:9])[C:4]([NH2:10])=[C:3]([CH2:1][CH3:2])[CH:8]=1. The catalyst class is: 33. (2) Reactant: [CH3:1][N:2]1[C:7]2[C:8](C)=[CH:9][NH:10][C:6]=2[C:5](=[O:12])[N:4]([CH3:13])[C:3]1=[O:14].Br[CH2:16][C:17]([NH:19][C:20]1[S:21][CH:22]=[C:23]([C:25]2[CH:30]=[C:29]([F:31])[C:28]([O:32][CH2:33][C:34]([F:37])([F:36])[F:35])=[C:27]([Cl:38])[CH:26]=2)[N:24]=1)=[O:18].[H-].[Na+]. Product: [Cl:38][C:27]1[CH:26]=[C:25]([C:23]2[N:24]=[C:20]([NH:19][C:17](=[O:18])[CH2:16][N:10]3[C:6]4[C:5](=[O:12])[N:4]([CH3:13])[C:3](=[O:14])[N:2]([CH3:1])[C:7]=4[CH:8]=[CH:9]3)[S:21][CH:22]=2)[CH:30]=[C:29]([F:31])[C:28]=1[O:32][CH2:33][C:34]([F:35])([F:36])[F:37]. The catalyst class is: 3. (3) Reactant: [CH3:1][C:2]1[CH:7]=[CH:6][C:5]([CH2:8][CH:9]=[O:10])=[CH:4][CH:3]=1.[CH2:11](Cl)Cl.C[N+](C)=C.[I-].[Cl-].[NH4+]. Product: [CH3:1][C:2]1[CH:7]=[CH:6][C:5]([C:8](=[CH2:11])[CH:9]=[O:10])=[CH:4][CH:3]=1. The catalyst class is: 66. (4) Reactant: [Br:1][CH2:2][CH:3]([OH:6])[CH2:4][Br:5].N1C=CN=C1.[C:12]([Si:16]([CH3:19])([CH3:18])Cl)([CH3:15])([CH3:14])[CH3:13]. Product: [Br:1][CH2:2][CH:3]([CH2:4][Br:5])[O:6][Si:16]([C:12]([CH3:15])([CH3:14])[CH3:13])([CH3:19])[CH3:18]. The catalyst class is: 2. (5) Reactant: Br[C:2]1[S:3][C:4]2[C:10]([C:11]3[CH:16]=[CH:15][C:14]([Cl:17])=[CH:13][CH:12]=3)=[C:9]([C@H:18]([O:24][C:25]([CH3:28])([CH3:27])[CH3:26])[C:19]([O:21][CH2:22][CH3:23])=[O:20])[C:8]([CH3:29])=[CH:7][C:5]=2[N:6]=1.[CH3:30][N:31]1[C:39]2[C:34](=[CH:35][C:36](B3OC(C)(C)C(C)(C)O3)=[CH:37][CH:38]=2)[C:33]([C:49]2[CH:50]=[N:51][CH:52]=[CH:53][CH:54]=2)=[N:32]1.C([O-])([O-])=O.[K+].[K+].O1CCOCC1. Product: [C:25]([O:24][C@@H:18]([C:9]1[C:8]([CH3:29])=[CH:7][C:5]2[N:6]=[C:2]([C:36]3[CH:35]=[C:34]4[C:39](=[CH:38][CH:37]=3)[N:31]([CH3:30])[N:32]=[C:33]4[C:49]3[CH:50]=[N:51][CH:52]=[CH:53][CH:54]=3)[S:3][C:4]=2[C:10]=1[C:11]1[CH:16]=[CH:15][C:14]([Cl:17])=[CH:13][CH:12]=1)[C:19]([O:21][CH2:22][CH3:23])=[O:20])([CH3:28])([CH3:27])[CH3:26]. The catalyst class is: 103. (6) Reactant: [C:1]1([C:24]2[CH:29]=[CH:28][CH:27]=[CH:26][CH:25]=2)[CH:6]=[CH:5][C:4]([CH2:7][O:8][C:9]2[CH:18]=[C:17]3[C:12]([CH2:13][CH:14]([CH2:19][CH2:20][N:21]([CH3:23])[CH3:22])[CH2:15][NH:16]3)=[CH:11][CH:10]=2)=[CH:3][CH:2]=1.C(N(CC)CC)C.[C:37](Cl)(=[O:39])[CH3:38]. Product: [C:37]([N:16]1[C:17]2[C:12](=[CH:11][CH:10]=[C:9]([O:8][CH2:7][C:4]3[CH:3]=[CH:2][C:1]([C:24]4[CH:25]=[CH:26][CH:27]=[CH:28][CH:29]=4)=[CH:6][CH:5]=3)[CH:18]=2)[CH2:13][CH:14]([CH2:19][CH2:20][N:21]([CH3:23])[CH3:22])[CH2:15]1)(=[O:39])[CH3:38]. The catalyst class is: 20. (7) Reactant: [CH3:1][O:2][C:3]1[CH:4]=[C:5]([C:11](=O)[CH2:12][CH2:13][CH2:14][CH3:15])[CH:6]=[C:7]([O:9][CH3:10])[CH:8]=1.B(F)(F)F.CCOCC.[CH2:26]([SH:29])[CH2:27][SH:28]. Product: [CH2:12]([C:11]1([C:5]2[CH:4]=[C:3]([O:2][CH3:1])[CH:8]=[C:7]([O:9][CH3:10])[CH:6]=2)[S:29][CH2:26][CH2:27][S:28]1)[CH2:13][CH2:14][CH3:15]. The catalyst class is: 2. (8) Reactant: [NH2:1][C:2]1[CH:7]=[CH:6][C:5]([CH2:8][C:9]([O:11][C:12]([CH3:15])([CH3:14])[CH3:13])=[O:10])=[CH:4][C:3]=1[CH3:16].[Cl:17][C:18]1[CH:23]=[CH:22][CH:21]=[C:20]([Cl:24])[C:19]=1[N:25]=[C:26]=[O:27].CCN(CC)CC. Product: [Cl:17][C:18]1[CH:23]=[CH:22][CH:21]=[C:20]([Cl:24])[C:19]=1[NH:25][C:26](=[O:27])[NH:1][C:2]1[CH:7]=[CH:6][C:5]([CH2:8][C:9]([O:11][C:12]([CH3:13])([CH3:15])[CH3:14])=[O:10])=[CH:4][C:3]=1[CH3:16]. The catalyst class is: 1. (9) Reactant: [Cl:1][CH2:2][CH2:3][CH2:4][N:5]1[CH2:10][C:9]2[CH:11]=[CH:12][CH:13]=[CH:14][C:8]=2[N:7]([C:15]2[CH:20]=[CH:19][CH:18]=[CH:17][CH:16]=2)[S:6]1(=[O:22])=[O:21].[CH3:23][NH2:24]. Product: [ClH:1].[O:21]=[S:6]1(=[O:22])[N:5]([CH2:4][CH2:3][CH2:2][NH:24][CH3:23])[CH2:10][C:9]2[CH:11]=[CH:12][CH:13]=[CH:14][C:8]=2[N:7]1[C:15]1[CH:20]=[CH:19][CH:18]=[CH:17][CH:16]=1. The catalyst class is: 7.